This data is from Full USPTO retrosynthesis dataset with 1.9M reactions from patents (1976-2016). The task is: Predict the reactants needed to synthesize the given product. (1) Given the product [C:47]([CH:13]([N:36]=[N+:35]=[N-:34])[C:12]1[CH:15]=[C:16]([Cl:19])[CH:17]=[CH:18][C:11]=1[CH2:10][CH2:9][NH:8][C:6]([O:5][C:1]([CH3:4])([CH3:3])[CH3:2])=[O:7])([CH3:37])([CH3:48])[CH3:46], predict the reactants needed to synthesize it. The reactants are: [C:1]([O:5][C:6]([NH:8][CH2:9][CH2:10][C:11]1[CH:18]=[CH:17][C:16]([Cl:19])=[CH:15][C:12]=1[CH2:13]O)=[O:7])([CH3:4])([CH3:3])[CH3:2].C1C=CC(P([N:34]=[N+:35]=[N-:36])(C2C=CC=CC=2)=O)=CC=1.[CH2:37]1[CH2:47][CH2:46]N2C(=NCCC2)CC1.[C:48](=O)([O-])[O-].[Na+].[Na+]. (2) Given the product [Cl:1][C:2]1[CH:22]=[CH:21][C:5]([CH2:6][N:7]2[C:15](=[O:16])[C:14]3[N:13]([CH3:17])[C:12]([CH2:18][CH3:19])=[N:11][C:10]=3[N:9]([CH2:8][CH2:8][N:7]([CH2:15][CH3:14])[CH2:6][CH3:5])[C:23]2=[O:26])=[CH:4][CH:3]=1, predict the reactants needed to synthesize it. The reactants are: [Cl:1][C:2]1[CH:22]=[CH:21][C:5]([CH2:6][N:7]2[C:15](=[O:16])[C:14]3[N:13]([CH3:17])[C:12]([CH2:18][CH3:19])=[N:11][C:10]=3[NH:9][C:8]2=O)=[CH:4][CH:3]=1.[C:23](=[O:26])([O-])[O-].[K+].[K+]. (3) Given the product [N:35]([CH:13]([C:10]1[CH:11]=[CH:12][C:7]([O:6][C:5]2[CH:16]=[CH:17][C:2]([Cl:1])=[CH:3][C:4]=2[N+:18]([O-:20])=[O:19])=[CH:8][CH:9]=1)[CH3:14])=[N+:36]=[N-:37], predict the reactants needed to synthesize it. The reactants are: [Cl:1][C:2]1[CH:17]=[CH:16][C:5]([O:6][C:7]2[CH:12]=[CH:11][C:10]([CH:13](O)[CH3:14])=[CH:9][CH:8]=2)=[C:4]([N+:18]([O-:20])=[O:19])[CH:3]=1.C1(P([N:35]=[N+:36]=[N-:37])(C2C=CC=CC=2)=O)C=CC=CC=1.O. (4) Given the product [S:16]([NH:1][C:2]1[CH:9]=[CH:8][CH:7]=[C:6]([O:10][CH2:11][CH2:12][CH2:13][S:14][CH3:15])[C:3]=1[C:4]#[N:5])(=[O:19])(=[O:18])[NH2:17], predict the reactants needed to synthesize it. The reactants are: [NH2:1][C:2]1[CH:9]=[CH:8][CH:7]=[C:6]([O:10][CH2:11][CH2:12][CH2:13][S:14][CH3:15])[C:3]=1[C:4]#[N:5].[S:16](Cl)(=[O:19])(=[O:18])[NH2:17]. (5) The reactants are: [CH3:1][O:2][CH2:3][C:4]1[NH:8][C:7]2[CH:9]=[C:10]([NH:16][C:17]([C:19]3[CH:24]=[CH:23][CH:22]=[CH:21][C:20]=3[C:25]([F:28])([F:27])[F:26])=[O:18])[CH:11]=[C:12]([C:13]([OH:15])=O)[C:6]=2[N:5]=1.CN(C(ON1N=NC2C=CC=CC1=2)=[N+](C)C)C.F[P-](F)(F)(F)(F)F.[Cl:53][C:54]1[C:55]([CH3:61])=[C:56]([CH:58]=[CH:59][CH:60]=1)[NH2:57].C(=O)(O)[O-].[Na+]. Given the product [Cl:53][C:54]1[C:55]([CH3:61])=[C:56]([NH:57][C:13]([C:12]2[C:6]3[N:5]=[C:4]([CH2:3][O:2][CH3:1])[NH:8][C:7]=3[CH:9]=[C:10]([NH:16][C:17]([C:19]3[CH:24]=[CH:23][CH:22]=[CH:21][C:20]=3[C:25]([F:26])([F:28])[F:27])=[O:18])[CH:11]=2)=[O:15])[CH:58]=[CH:59][CH:60]=1, predict the reactants needed to synthesize it. (6) Given the product [OH:22][C@H:8]([C:5]1[CH:4]=[CH:3][C:2]([OH:1])=[CH:7][CH:6]=1)[C@@H:9]([N:11]1[C:19](=[O:20])[C:18]2[C:13](=[CH:14][CH:15]=[CH:16][CH:17]=2)[C:12]1=[O:21])[CH3:10], predict the reactants needed to synthesize it. The reactants are: [OH:1][C:2]1[CH:7]=[CH:6][C:5]([C:8](=[O:22])[C@@H:9]([N:11]2[C:19](=[O:20])[C:18]3[C:13](=[CH:14][CH:15]=[CH:16][CH:17]=3)[C:12]2=[O:21])[CH3:10])=[CH:4][CH:3]=1.